From a dataset of Catalyst prediction with 721,799 reactions and 888 catalyst types from USPTO. Predict which catalyst facilitates the given reaction. (1) The catalyst class is: 22. Product: [OH:28][C@@H:23]1[C@@H:22]([C:17]2[CH:18]=[CH:19][CH:20]=[CH:21][C:16]=2[CH3:29])[CH2:27][CH2:26][N:25]([C:9]([O:11][C:12]([CH3:13])([CH3:14])[CH3:15])=[O:10])[CH2:24]1. Reactant: [C:9](O[C:9]([O:11][C:12]([CH3:15])([CH3:14])[CH3:13])=[O:10])([O:11][C:12]([CH3:15])([CH3:14])[CH3:13])=[O:10].[C:16]1([CH3:29])[CH:21]=[CH:20][CH:19]=[CH:18][C:17]=1[C@H:22]1[CH2:27][CH2:26][NH:25][CH2:24][C@@H:23]1[OH:28].C(=O)([O-])O.[Na+]. (2) Reactant: [CH3:1][N:2]1[CH:6]=[CH:5][N:4]=[C:3]1[C@H:7]1[CH2:12][CH2:11][C@H:10]([OH:13])[CH2:9][CH2:8]1.[Si:14](Cl)([C:17]([CH3:20])([CH3:19])[CH3:18])([CH3:16])[CH3:15].N1C=CN=C1. Product: [Si:14]([O:13][C@H:10]1[CH2:11][CH2:12][C@H:7]([C:3]2[N:2]([CH3:1])[CH:6]=[CH:5][N:4]=2)[CH2:8][CH2:9]1)([C:17]([CH3:20])([CH3:19])[CH3:18])([CH3:16])[CH3:15]. The catalyst class is: 143. (3) Reactant: [Cl:1][C:2]1[CH:3]=[C:4]([CH:27]([C:32]#[N:33])[CH2:28][C:29]([OH:31])=[O:30])[CH:5]=[CH:6][C:7]=1[C:8]1[N:12]=[C:11]([C:13]2[N:14]=[C:15]3[C:20]([Cl:21])=[CH:19][C:18]([C:22]([F:25])([F:24])[F:23])=[CH:17][N:16]3[CH:26]=2)[O:10][N:9]=1.C(=O)(O)[O-:35].[Na+].C(O)(=O)CC(CC(O)=O)(C(O)=O)O. Product: [NH2:33][C:32](=[O:35])[CH:27]([C:4]1[CH:5]=[CH:6][C:7]([C:8]2[N:12]=[C:11]([C:13]3[N:14]=[C:15]4[C:20]([Cl:21])=[CH:19][C:18]([C:22]([F:25])([F:24])[F:23])=[CH:17][N:16]4[CH:26]=3)[O:10][N:9]=2)=[C:2]([Cl:1])[CH:3]=1)[CH2:28][C:29]([OH:31])=[O:30]. The catalyst class is: 82. (4) Reactant: [CH3:1][O:2][C:3](=[O:15])[CH2:4][C:5]1[C:13]2[C:8](=[CH:9][CH:10]=[C:11]([OH:14])[CH:12]=2)[NH:7][CH:6]=1.I[CH2:17][CH2:18][CH2:19][CH3:20].C(=O)([O-])[O-].[K+].[K+].C(=O)(O)[O-].[Na+]. Product: [CH3:1][O:2][C:3](=[O:15])[CH2:4][C:5]1[C:13]2[C:8](=[CH:9][CH:10]=[C:11]([O:14][CH2:17][CH2:18][CH2:19][CH3:20])[CH:12]=2)[NH:7][CH:6]=1. The catalyst class is: 9. (5) Reactant: [Cl:1][C:2]1[CH:7]=[C:6]2[NH:8][C:9](=[O:43])[C@@:10]3([C@H:14]([CH2:15][C:16]([C:19]#[N:20])([CH3:18])[CH3:17])[NH:13][C@@H:12]([C:21]([NH:23][C:24]4[CH:33]=[CH:32][C:27]([C:28]([O:30]C)=[O:29])=[CH:26][C:25]=4[Cl:34])=[O:22])[C@@H:11]3[C:35]3[CH:40]=[CH:39][CH:38]=[C:37]([Cl:41])[C:36]=3[F:42])[C:5]2=[CH:4][CH:3]=1.[Li+].[OH-].Cl. Product: [Cl:1][C:2]1[CH:7]=[C:6]2[NH:8][C:9](=[O:43])[C@@:10]3([C@H:14]([CH2:15][C:16]([C:19]#[N:20])([CH3:18])[CH3:17])[NH:13][C@@H:12]([C:21]([NH:23][C:24]4[CH:33]=[CH:32][C:27]([C:28]([OH:30])=[O:29])=[CH:26][C:25]=4[Cl:34])=[O:22])[C@@H:11]3[C:35]3[CH:40]=[CH:39][CH:38]=[C:37]([Cl:41])[C:36]=3[F:42])[C:5]2=[CH:4][CH:3]=1. The catalyst class is: 1. (6) Reactant: Cl[C:2]1[CH:3]=[CH:4][C:5]([S:13][CH3:14])=[C:6]([N:8]2[CH2:12][CH2:11][CH2:10][CH2:9]2)[CH:7]=1.[B:15]1([B:15]2[O:19][C:18]([CH3:21])([CH3:20])[C:17]([CH3:23])([CH3:22])[O:16]2)[O:19][C:18]([CH3:21])([CH3:20])[C:17]([CH3:23])([CH3:22])[O:16]1.CC([O-])=O.[K+].C1(P(C2CCCCC2)C2C=CC=CC=2C2C(OC)=CC=CC=2OC)CCCCC1. Product: [CH3:14][S:13][C:5]1[CH:4]=[CH:3][C:2]([B:15]2[O:19][C:18]([CH3:21])([CH3:20])[C:17]([CH3:23])([CH3:22])[O:16]2)=[CH:7][C:6]=1[N:8]1[CH2:12][CH2:11][CH2:10][CH2:9]1. The catalyst class is: 62. (7) Reactant: [CH:1]1([CH:5]([C:16]([O:18][CH2:19][C:20]2[CH:25]=[CH:24][CH:23]=[CH:22][CH:21]=2)=[O:17])[C:6]([O:8][CH2:9][C:10]2[CH:15]=[CH:14][CH:13]=[CH:12][CH:11]=2)=[O:7])[CH2:4][CH2:3][CH2:2]1.IC.[C:28](=O)([O-])[O-].[Cs+].[Cs+].O. Product: [CH:1]1([C:5]([CH3:28])([C:16]([O:18][CH2:19][C:20]2[CH:25]=[CH:24][CH:23]=[CH:22][CH:21]=2)=[O:17])[C:6]([O:8][CH2:9][C:10]2[CH:11]=[CH:12][CH:13]=[CH:14][CH:15]=2)=[O:7])[CH2:4][CH2:3][CH2:2]1. The catalyst class is: 3. (8) Reactant: [CH3:1][O:2][CH:3](OC)[C:4]1[C:12]2[S:11][C:10]([NH:13][C:14](=[O:18])[NH:15][CH2:16][CH3:17])=[N:9][C:8]=2[CH:7]=[C:6]([C:19]2[CH:20]=[N:21][C:22]([N:25]3[CH2:30][CH2:29][C:28]([CH2:36][CH3:37])([C:31]([O:33][CH2:34][CH3:35])=[O:32])[CH2:27][CH2:26]3)=[N:23][CH:24]=2)[CH:5]=1.[SiH](CC)(CC)CC. Product: [CH2:36]([C:28]1([C:31]([O:33][CH2:34][CH3:35])=[O:32])[CH2:29][CH2:30][N:25]([C:22]2[N:23]=[CH:24][C:19]([C:6]3[CH:5]=[C:4]([CH2:3][O:2][CH3:1])[C:12]4[S:11][C:10]([NH:13][C:14](=[O:18])[NH:15][CH2:16][CH3:17])=[N:9][C:8]=4[CH:7]=3)=[CH:20][N:21]=2)[CH2:26][CH2:27]1)[CH3:37]. The catalyst class is: 2. (9) Reactant: CCN(C(C)C)C(C)C.[O:10]=[C:11]([N:25]1[CH2:30][CH2:29][N:28]([C:31](=[O:42])[C:32]2[CH:37]=[CH:36][CH:35]=[CH:34][C:33]=2[C:38]([F:41])([F:40])[F:39])[CH2:27][CH2:26]1)[CH2:12][NH:13][C:14](=[O:24])[C:15]1[CH:23]=[CH:22][C:18]([C:19]([OH:21])=O)=[CH:17][CH:16]=1.C1[CH:44]=[CH:45][C:46]2[N:51](O)N=N[C:47]=2[CH:48]=1.CCN=C=NCCCN(C)C.C1(N)CCCC1. Product: [CH:46]1([NH:51][C:19](=[O:21])[C:18]2[CH:22]=[CH:23][C:15]([C:14]([NH:13][CH2:12][C:11](=[O:10])[N:25]3[CH2:26][CH2:27][N:28]([C:31](=[O:42])[C:32]4[CH:37]=[CH:36][CH:35]=[CH:34][C:33]=4[C:38]([F:41])([F:40])[F:39])[CH2:29][CH2:30]3)=[O:24])=[CH:16][CH:17]=2)[CH2:45][CH2:44][CH2:48][CH2:47]1. The catalyst class is: 18. (10) Reactant: [NH2:1][C:2]1[CH:9]=[CH:8][CH:7]=[CH:6][C:3]=1CN.Cl[C:11]1[NH:12]C2C=C(OC)C=CC=2[N:15]=1. Product: [N:1]1[C:2]2[CH:9]=[CH:8][CH:7]=[CH:6][C:3]=2[NH:12][C:11]=1[NH2:15]. The catalyst class is: 2.